Dataset: Catalyst prediction with 721,799 reactions and 888 catalyst types from USPTO. Task: Predict which catalyst facilitates the given reaction. Reactant: [CH3:1][NH:2][C:3]1[C:4]([NH2:12])=[CH:5][C:6]([N+:9]([O-:11])=[O:10])=[CH:7][CH:8]=1.[N:13]#[C:14]Br. Product: [CH3:1][N:2]1[C:3]2[CH:8]=[CH:7][C:6]([N+:9]([O-:11])=[O:10])=[CH:5][C:4]=2[N:12]=[C:14]1[NH2:13]. The catalyst class is: 5.